Dataset: Full USPTO retrosynthesis dataset with 1.9M reactions from patents (1976-2016). Task: Predict the reactants needed to synthesize the given product. Given the product [Cl:1][C:2]1[CH:3]=[CH:4][C:5]([O:30][CH3:31])=[C:6]([C:8]2[C:12]([NH:13][C:14]([C:16]3[CH:17]=[N:18][N:19]4[CH:24]=[CH:23][CH:22]=[N:21][C:20]=34)=[O:15])=[CH:11][N:10]([CH:25]([F:29])[C:26]([NH:35][CH:32]3[CH2:34][CH2:33]3)=[O:28])[N:9]=2)[CH:7]=1, predict the reactants needed to synthesize it. The reactants are: [Cl:1][C:2]1[CH:3]=[CH:4][C:5]([O:30][CH3:31])=[C:6]([C:8]2[C:12]([NH:13][C:14]([C:16]3[CH:17]=[N:18][N:19]4[CH:24]=[CH:23][CH:22]=[N:21][C:20]=34)=[O:15])=[CH:11][N:10]([CH:25]([F:29])[C:26]([OH:28])=O)[N:9]=2)[CH:7]=1.[CH:32]1([NH2:35])[CH2:34][CH2:33]1.F[P-](F)(F)(F)(F)F.N1(O[P+](N2CCCC2)(N2CCCC2)N2CCCC2)C2N=CC=CC=2N=N1.